Task: Predict the product of the given reaction.. Dataset: Forward reaction prediction with 1.9M reactions from USPTO patents (1976-2016) (1) Given the reactants Cl[C:2]1[C:7]([C:8]#[N:9])=[C:6]([CH3:10])[N:5]=[C:4]([S:11][CH3:12])[N:3]=1.C1(S([N:22]2[CH:26]=[C:25]([NH2:27])[CH:24]=[N:23]2)(=O)=O)C=CC=CC=1.CC1C=CC(S(O)(=O)=O)=CC=1, predict the reaction product. The product is: [CH3:10][C:6]1[C:7]([C:8]#[N:9])=[C:2]([NH:27][C:25]2[CH:26]=[N:22][NH:23][CH:24]=2)[N:3]=[C:4]([S:11][CH3:12])[N:5]=1. (2) Given the reactants [F:1][C:2]1([F:33])[CH2:7][CH2:6][N:5]([C:8]([C:10]2[NH:11][C:12]3[C:17]([CH:18]=2)=[CH:16][C:15]([C:19]([N:21]2[CH2:26][CH2:25][CH:24]([N:27]4[CH2:32][CH2:31][O:30][CH2:29][CH2:28]4)[CH2:23][CH2:22]2)=[O:20])=[CH:14][CH:13]=3)=[O:9])[CH2:4][CH2:3]1.[H-].[Na+].CS(O[CH2:41][C:42]([F:45])([F:44])[F:43])(=O)=O, predict the reaction product. The product is: [F:33][C:2]1([F:1])[CH2:3][CH2:4][N:5]([C:8]([C:10]2[N:11]([CH2:41][C:42]([F:45])([F:44])[F:43])[C:12]3[C:17]([CH:18]=2)=[CH:16][C:15]([C:19]([N:21]2[CH2:26][CH2:25][CH:24]([N:27]4[CH2:28][CH2:29][O:30][CH2:31][CH2:32]4)[CH2:23][CH2:22]2)=[O:20])=[CH:14][CH:13]=3)=[O:9])[CH2:6][CH2:7]1. (3) Given the reactants [BH4-].[Na+].[CH:3]1([CH2:8][CH2:9][CH2:10][C:11](=[O:13])[CH3:12])[CH2:7][CH2:6][CH2:5][CH2:4]1.O, predict the reaction product. The product is: [CH:3]1([CH2:8][CH2:9][CH2:10][CH:11]([OH:13])[CH3:12])[CH2:7][CH2:6][CH2:5][CH2:4]1. (4) Given the reactants [C:1](#[N:4])[CH:2]=[CH2:3].[CH2:5]([OH:10])[CH:6]([OH:9])[CH2:7][OH:8], predict the reaction product. The product is: [C:1]([CH2:2][CH2:3][O:10][CH2:5][CH:6]([O:9][CH2:3][CH2:2][C:1]#[N:4])[CH2:7][O:8][CH2:3][CH2:2][C:1]#[N:4])#[N:4].